This data is from Reaction yield outcomes from USPTO patents with 853,638 reactions. The task is: Predict the reaction yield, written as a fraction of the theoretical maximum amount of product (1.0 means a 100% yield; for example, 0.34 means a 34% yield). (1) The reactants are [CH2:1]([C:8]([C:10]([F:13])([F:12])[F:11])=O)[C:2]([C:4]([F:7])([F:6])[F:5])=O.Cl.[N+:15]([C:18]1[CH:19]=[C:20]([NH:24][NH2:25])[CH:21]=[CH:22][CH:23]=1)([O-:17])=[O:16]. No catalyst specified. The product is [F:11][C:10]([F:13])([F:12])[C:8]1[CH:1]=[C:2]([C:4]([F:7])([F:6])[F:5])[N:24]([C:20]2[CH:21]=[CH:22][CH:23]=[C:18]([N+:15]([O-:17])=[O:16])[CH:19]=2)[N:25]=1. The yield is 0.940. (2) The reactants are [OH-].[Na+].C[O:4][C:5](=[O:34])[CH2:6][CH2:7][C:8]1[CH:13]=[CH:12][C:11]([O:14][CH2:15][CH2:16][C@@H:17]([O:19][C:20]2[CH:25]=[CH:24][C:23]([CH2:26][CH3:27])=[CH:22][C:21]=2[C:28]2[O:29][CH:30]=[CH:31][N:32]=2)[CH3:18])=[CH:10][C:9]=1[CH3:33].Cl. The catalyst is CO. The product is [CH2:26]([C:23]1[CH:24]=[CH:25][C:20]([O:19][C@@H:17]([CH3:18])[CH2:16][CH2:15][O:14][C:11]2[CH:12]=[CH:13][C:8]([CH2:7][CH2:6][C:5]([OH:34])=[O:4])=[C:9]([CH3:33])[CH:10]=2)=[C:21]([C:28]2[O:29][CH:30]=[CH:31][N:32]=2)[CH:22]=1)[CH3:27]. The yield is 0.950. (3) The reactants are [OH:1][C:2]1[CH:3]=[C:4]([C:8]2([C:16]3[CH:17]=[C:18]([C:22]4[CH:27]=[CH:26][CH:25]=[C:24]([O:28][CH3:29])[CH:23]=4)[CH:19]=[CH:20][CH:21]=3)[NH:12][C:11](=[S:13])[N:10]([CH3:14])[C:9]2=[O:15])[CH:5]=[CH:6][CH:7]=1.[CH3:30][CH:31]([S:33](Cl)(=[O:35])=[O:34])[CH3:32]. The product is [CH3:30][CH:31]([S:33]([O:1][C:2]1[CH:7]=[CH:6][CH:5]=[C:4]([C:8]2([C:16]3[CH:17]=[C:18]([C:22]4[CH:27]=[CH:26][CH:25]=[C:24]([O:28][CH3:29])[CH:23]=4)[CH:19]=[CH:20][CH:21]=3)[C:9](=[O:15])[N:10]([CH3:14])[C:11](=[S:13])[NH:12]2)[CH:3]=1)(=[O:35])=[O:34])[CH3:32]. No catalyst specified. The yield is 0.190. (4) The reactants are [F:1][C:2]1[C:9]([OH:10])=[CH:8][CH:7]=[C:6]([I:11])[C:3]=1[C:4]#[N:5].[N:12]1([CH2:18][CH2:19]O)[CH2:17][CH2:16][O:15][CH2:14][CH2:13]1.C1(P(C2C=CC=CC=2)C2C=CC=CC=2)C=CC=CC=1.CCOC(/N=N/C(OCC)=O)=O. The catalyst is C1COCC1. The product is [F:1][C:2]1[C:9]([O:10][CH2:19][CH2:18][N:12]2[CH2:17][CH2:16][O:15][CH2:14][CH2:13]2)=[CH:8][CH:7]=[C:6]([I:11])[C:3]=1[C:4]#[N:5]. The yield is 0.500. (5) The reactants are [Cl:1][C:2]1[CH:7]=[CH:6][C:5]([CH2:8][C:9]#N)=[CH:4][C:3]=1[F:11].[OH2:12].S(=O)(=O)(O)[OH:14]. The catalyst is C(O)(=O)C. The product is [Cl:1][C:2]1[CH:7]=[CH:6][C:5]([CH2:8][C:9]([OH:14])=[O:12])=[CH:4][C:3]=1[F:11]. The yield is 0.790.